From a dataset of Reaction yield outcomes from USPTO patents with 853,638 reactions. Predict the reaction yield, written as a fraction of the theoretical maximum amount of product (1.0 means a 100% yield; for example, 0.34 means a 34% yield). (1) The reactants are [CH2:1]([O:8][C:9]1[CH:16]=[CH:15][C:12]([CH:13]=[O:14])=[C:11]([OH:17])[CH:10]=1)[C:2]1[CH:7]=[CH:6][CH:5]=[CH:4][CH:3]=1.C(N(C(C)C)CC)(C)C.[CH3:27][O:28][CH2:29]Cl.O. The catalyst is ClCCl. The product is [CH2:1]([O:8][C:9]1[CH:16]=[CH:15][C:12]([CH:13]=[O:14])=[C:11]([O:17][CH2:27][O:28][CH3:29])[CH:10]=1)[C:2]1[CH:3]=[CH:4][CH:5]=[CH:6][CH:7]=1. The yield is 0.790. (2) The reactants are [C:1]([C:3]1[CH:9]=[CH:8][C:6]([NH2:7])=[CH:5][CH:4]=1)#[CH:2].[N:10]([CH2:13][C:14]1[CH:19]=[CH:18][CH:17]=[CH:16][CH:15]=1)=[N+:11]=[N-:12].O=C1O[C@H]([C@H](CO)O)C([O-])=C1O.[Na+]. The catalyst is O.C(O)(C)(C)C.O.O.O.O.O.S([O-])([O-])(=O)=O.[Cu+2]. The product is [CH2:13]([N:10]1[CH:2]=[C:1]([C:3]2[CH:9]=[CH:8][C:6]([NH2:7])=[CH:5][CH:4]=2)[N:12]=[N:11]1)[C:14]1[CH:19]=[CH:18][CH:17]=[CH:16][CH:15]=1. The yield is 0.170. (3) The reactants are [C:1]1([C:7]2[N:8]=[C:9]([C:12]3([CH2:18][NH2:19])[CH2:17][CH2:16][O:15][CH2:14][CH2:13]3)[S:10][CH:11]=2)[CH:6]=[CH:5][CH:4]=[CH:3][CH:2]=1.[C:20]([C:22]1[CH:23]=[C:24]([CH:28]=[C:29]([C:31]2[N:35]=[C:34]([C:36]([F:39])([F:38])[F:37])[O:33][N:32]=2)[CH:30]=1)[C:25](O)=[O:26])#[N:21]. No catalyst specified. The product is [C:20]([C:22]1[CH:23]=[C:24]([CH:28]=[C:29]([C:31]2[N:35]=[C:34]([C:36]([F:38])([F:39])[F:37])[O:33][N:32]=2)[CH:30]=1)[C:25]([NH:19][CH2:18][C:12]1([C:9]2[S:10][CH:11]=[C:7]([C:1]3[CH:2]=[CH:3][CH:4]=[CH:5][CH:6]=3)[N:8]=2)[CH2:13][CH2:14][O:15][CH2:16][CH2:17]1)=[O:26])#[N:21]. The yield is 0.300. (4) The catalyst is Cl. The product is [Br:4][C:5]1[C:6]([F:17])=[C:7]2[C:13]([NH2:14])=[CH:12][NH:11][C:8]2=[N:9][CH:10]=1. The yield is 0.640. The reactants are [Sn](Cl)Cl.[Br:4][C:5]1[C:6]([F:17])=[C:7]2[C:13]([N+:14]([O-])=O)=[CH:12][NH:11][C:8]2=[N:9][CH:10]=1.[OH-].[Na+].